Dataset: Full USPTO retrosynthesis dataset with 1.9M reactions from patents (1976-2016). Task: Predict the reactants needed to synthesize the given product. The reactants are: [NH2:1][C:2]1[S:3][CH:4]=[CH:5][N:6]=1.C(=O)(OC(C)(C)C)[O:8][C:9]([O:11][C:12]([CH3:15])([CH3:14])[CH3:13])=O. Given the product [CH3:15][C:12]([O:11][C:9]([N:1]([C:2]1[S:3][CH:4]=[CH:5][N:6]=1)[C:9](=[O:8])[O:11][C:12]([CH3:15])([CH3:14])[CH3:13])=[O:8])([CH3:13])[CH3:14], predict the reactants needed to synthesize it.